This data is from Catalyst prediction with 721,799 reactions and 888 catalyst types from USPTO. The task is: Predict which catalyst facilitates the given reaction. (1) Reactant: [Br:1][C:2]1[C:3]([C:9]([F:12])([F:11])[F:10])=[N:4][N:5]([CH2:7]O)[CH:6]=1.S(Cl)([Cl:15])=O. Product: [Br:1][C:2]1[C:3]([C:9]([F:12])([F:11])[F:10])=[N:4][N:5]([CH2:7][Cl:15])[CH:6]=1. The catalyst class is: 4. (2) Reactant: Br[C:2]1[CH:7]=[N:6][C:5]([Br:8])=[CH:4][N:3]=1.[F:9][C:10]1([C:16]([O:18][CH2:19][CH3:20])=[O:17])[CH2:15][CH2:14][NH:13][CH2:12][CH2:11]1.C(=O)([O-])[O-].[Cs+].[Cs+]. Product: [Br:8][C:5]1[N:6]=[CH:7][C:2]([N:13]2[CH2:12][CH2:11][C:10]([F:9])([C:16]([O:18][CH2:19][CH3:20])=[O:17])[CH2:15][CH2:14]2)=[N:3][CH:4]=1. The catalyst class is: 9. (3) Reactant: [CH3:1][S:2]([C:5]1[CH:10]=[CH:9][C:8]([CH:11]=[CH:12][C:13]([OH:15])=O)=[CH:7][CH:6]=1)(=[O:4])=[O:3].S(Cl)(Cl)=O.CCN(C(C)C)C(C)C.[CH3:29][N:30]1[C@@H:34]([CH3:35])[C@@H:33]([C:36]2[CH:41]=[CH:40][CH:39]=[CH:38][CH:37]=2)[NH:32][C:31]1=[O:42]. Product: [CH3:1][S:2]([C:5]1[CH:6]=[CH:7][C:8](/[CH:11]=[CH:12]/[C:13]([N:32]2[C@H:33]([C:36]3[CH:41]=[CH:40][CH:39]=[CH:38][CH:37]=3)[C@H:34]([CH3:35])[N:30]([CH3:29])[C:31]2=[O:42])=[O:15])=[CH:9][CH:10]=1)(=[O:3])=[O:4]. The catalyst class is: 2. (4) Reactant: [F:1][C:2]([F:20])([F:19])[C:3]1[CH:4]=[C:5]([CH:16]=[CH:17][CH:18]=1)[O:6][CH2:7][C:8]1[O:12][N:11]=[C:10]([C:13]([OH:15])=O)[CH:9]=1.C(N(CC)CC)C.Cl.C(N=C=NCCCN(C)C)C.ON1C2C=CC=CC=2N=N1.[O:50]1[CH2:55][CH2:54][CH:53]([CH2:56][NH2:57])[CH2:52][CH2:51]1. Product: [O:50]1[CH2:55][CH2:54][CH:53]([CH2:56][NH:57][C:13]([C:10]2[CH:9]=[C:8]([CH2:7][O:6][C:5]3[CH:16]=[CH:17][CH:18]=[C:3]([C:2]([F:1])([F:20])[F:19])[CH:4]=3)[O:12][N:11]=2)=[O:15])[CH2:52][CH2:51]1. The catalyst class is: 408. (5) Reactant: [CH:1]1([NH:7][C:8]2[C:13]([C:14]3[N:18]([CH3:19])[N:17]=[N:16][N:15]=3)=[CH:12][N:11]=[C:10]([NH:20][C:21]3[CH:26]=[CH:25][C:24]([S:27]([CH3:35])(=[N:29]C(OCC)=O)=[O:28])=[CH:23][CH:22]=3)[N:9]=2)[CH2:6][CH2:5][CH2:4][CH2:3][CH2:2]1.C([O-])C.[Na+].[Na+].[Cl-]. Product: [CH:1]1([NH:7][C:8]2[C:13]([C:14]3[N:18]([CH3:19])[N:17]=[N:16][N:15]=3)=[CH:12][N:11]=[C:10]([NH:20][C:21]3[CH:22]=[CH:23][C:24]([S:27]([CH3:35])(=[NH:29])=[O:28])=[CH:25][CH:26]=3)[N:9]=2)[CH2:6][CH2:5][CH2:4][CH2:3][CH2:2]1. The catalyst class is: 8. (6) Reactant: [CH3:1][C:2]1[C:6]([C:7]2[CH:12]=[C:11]([N+:13]([O-])=O)[CH:10]=[CH:9][C:8]=2[O:16][CH3:17])=[C:5]([CH3:18])[O:4][N:3]=1.CC(O)=O. Product: [CH3:1][C:2]1[C:6]([C:7]2[CH:12]=[C:11]([CH:10]=[CH:9][C:8]=2[O:16][CH3:17])[NH2:13])=[C:5]([CH3:18])[O:4][N:3]=1. The catalyst class is: 29.